From a dataset of NCI-60 drug combinations with 297,098 pairs across 59 cell lines. Regression. Given two drug SMILES strings and cell line genomic features, predict the synergy score measuring deviation from expected non-interaction effect. (1) Drug 1: CC1=C(N=C(N=C1N)C(CC(=O)N)NCC(C(=O)N)N)C(=O)NC(C(C2=CN=CN2)OC3C(C(C(C(O3)CO)O)O)OC4C(C(C(C(O4)CO)O)OC(=O)N)O)C(=O)NC(C)C(C(C)C(=O)NC(C(C)O)C(=O)NCCC5=NC(=CS5)C6=NC(=CS6)C(=O)NCCC[S+](C)C)O. Drug 2: CCC1(CC2CC(C3=C(CCN(C2)C1)C4=CC=CC=C4N3)(C5=C(C=C6C(=C5)C78CCN9C7C(C=CC9)(C(C(C8N6C)(C(=O)OC)O)OC(=O)C)CC)OC)C(=O)OC)O.OS(=O)(=O)O. Cell line: SK-MEL-2. Synergy scores: CSS=37.2, Synergy_ZIP=4.62, Synergy_Bliss=0.216, Synergy_Loewe=-5.99, Synergy_HSA=-4.52. (2) Drug 1: C1=C(C(=O)NC(=O)N1)F. Drug 2: C(CN)CNCCSP(=O)(O)O. Cell line: NCI-H460. Synergy scores: CSS=41.4, Synergy_ZIP=2.73, Synergy_Bliss=1.27, Synergy_Loewe=-14.2, Synergy_HSA=1.50. (3) Drug 1: C1=CC(=CC=C1CCC2=CNC3=C2C(=O)NC(=N3)N)C(=O)NC(CCC(=O)O)C(=O)O. Drug 2: COC1=C2C(=CC3=C1OC=C3)C=CC(=O)O2. Cell line: HOP-92. Synergy scores: CSS=15.6, Synergy_ZIP=-1.14, Synergy_Bliss=5.10, Synergy_Loewe=-9.53, Synergy_HSA=2.71. (4) Drug 1: CC(C1=C(C=CC(=C1Cl)F)Cl)OC2=C(N=CC(=C2)C3=CN(N=C3)C4CCNCC4)N. Drug 2: C1CCN(CC1)CCOC2=CC=C(C=C2)C(=O)C3=C(SC4=C3C=CC(=C4)O)C5=CC=C(C=C5)O. Cell line: NCI-H460. Synergy scores: CSS=18.0, Synergy_ZIP=4.29, Synergy_Bliss=9.39, Synergy_Loewe=3.52, Synergy_HSA=7.21. (5) Drug 1: C1CC(C1)(C(=O)O)C(=O)O.[NH2-].[NH2-].[Pt+2]. Drug 2: C1=CC=C(C(=C1)C(C2=CC=C(C=C2)Cl)C(Cl)Cl)Cl. Cell line: HT29. Synergy scores: CSS=-0.899, Synergy_ZIP=2.43, Synergy_Bliss=3.76, Synergy_Loewe=-2.29, Synergy_HSA=-1.41. (6) Drug 1: CCC1(CC2CC(C3=C(CCN(C2)C1)C4=CC=CC=C4N3)(C5=C(C=C6C(=C5)C78CCN9C7C(C=CC9)(C(C(C8N6C)(C(=O)OC)O)OC(=O)C)CC)OC)C(=O)OC)O.OS(=O)(=O)O. Drug 2: CN(CC1=CN=C2C(=N1)C(=NC(=N2)N)N)C3=CC=C(C=C3)C(=O)NC(CCC(=O)O)C(=O)O. Cell line: HCC-2998. Synergy scores: CSS=18.8, Synergy_ZIP=0.884, Synergy_Bliss=-2.86, Synergy_Loewe=-20.7, Synergy_HSA=-6.71.